Dataset: Forward reaction prediction with 1.9M reactions from USPTO patents (1976-2016). Task: Predict the product of the given reaction. (1) Given the reactants [C:1]([O:5][C:6]([N:8]1[CH2:13][C@H:12]([CH2:14][OH:15])[NH:11][CH2:10][C@H:9]1[CH3:16])=[O:7])([CH3:4])([CH3:3])[CH3:2].[F:17][C:18]([C:21]1[CH:22]=[C:23]2[NH:29][CH2:28][C:27]([CH3:31])([CH3:30])[C:24]2=[N:25][CH:26]=1)([F:20])[CH3:19].Cl[CH2:33][C:34](Cl)=[O:35].CCN(C(C)C)C(C)C, predict the reaction product. The product is: [C:1]([O:5][C:6]([N:8]1[CH2:13][C@H:12]([CH2:14][OH:15])[N:11]([CH2:33][C:34]([N:29]2[C:23]3[C:24](=[N:25][CH:26]=[C:21]([C:18]([F:20])([F:17])[CH3:19])[CH:22]=3)[C:27]([CH3:31])([CH3:30])[CH2:28]2)=[O:35])[CH2:10][C@H:9]1[CH3:16])=[O:7])([CH3:4])([CH3:3])[CH3:2]. (2) Given the reactants [CH3:1][C:2]1[C:7]([C:8]([OH:10])=O)=[C:6]([CH3:11])[CH:5]=[CH:4][N:3]=1.Cl.CN(C)CCCN=C=N[CH2:21][CH3:22].C([N:26]([CH:30]([CH3:32])C)[CH:27]([CH3:29])C)C.[OH2:33].O[N:35]1[C:39]2[CH:40]=[CH:41][CH:42]=[CH:43]C=2N=N1, predict the reaction product. The product is: [CH3:1][C:2]1[C:7]([C:8]([N:26]2[CH2:27][CH2:29][C:21]([CH3:22])([N:35]3[CH2:39][CH2:40][C:41](=[O:33])[CH2:42][CH2:43]3)[CH2:32][CH2:30]2)=[O:10])=[C:6]([CH3:11])[CH:5]=[CH:4][N:3]=1.